This data is from Reaction yield outcomes from USPTO patents with 853,638 reactions. The task is: Predict the reaction yield, written as a fraction of the theoretical maximum amount of product (1.0 means a 100% yield; for example, 0.34 means a 34% yield). (1) The reactants are [CH3:1][C:2]1[CH:7]=[C:6]([CH2:8][O:9]C(=O)C)[CH:5]=[CH:4][N:3]=1.[OH-].[NH4+]. The catalyst is CO. The product is [CH3:1][C:2]1[CH:7]=[C:6]([CH2:8][OH:9])[CH:5]=[CH:4][N:3]=1. The yield is 0.940. (2) The reactants are [C:1](=[O:12])([O:7][C:8]([CH3:11])([CH3:10])[CH3:9])OC(C)(C)C.[CH3:13][O:14][C:15]([C:17]1[CH:25]=[C:24]2[C:20]([CH2:21][CH2:22][NH:23]2)=[C:19]([O:26][CH3:27])[CH:18]=1)=[O:16].C(N(C(C)C)CC)(C)C. The catalyst is O1CCCC1. The product is [CH3:13][O:14][C:15]([C:17]1[CH:25]=[C:24]2[C:20]([CH2:21][CH2:22][N:23]2[C:1]([O:7][C:8]([CH3:9])([CH3:10])[CH3:11])=[O:12])=[C:19]([O:26][CH3:27])[CH:18]=1)=[O:16]. The yield is 0.470. (3) The reactants are [CH2:1]([C:5]1[N:9]([C:10]2[CH:15]=[CH:14][C:13]([Cl:16])=[CH:12][CH:11]=2)[C:8]([C:17]2[CH:22]=[CH:21][CH:20]=[CH:19][C:18]=2[Cl:23])=[N:7][C:6]=1[C:24](Cl)=[O:25])[CH2:2][CH2:3][CH3:4].[NH2:27][N:28]1[CH2:33][CH2:32][CH2:31][CH2:30][CH2:29]1.CCN(CC)CC. The catalyst is C(Cl)Cl. The product is [CH2:1]([C:5]1[N:9]([C:10]2[CH:11]=[CH:12][C:13]([Cl:16])=[CH:14][CH:15]=2)[C:8]([C:17]2[CH:22]=[CH:21][CH:20]=[CH:19][C:18]=2[Cl:23])=[N:7][C:6]=1[C:24]([NH:27][N:28]1[CH2:33][CH2:32][CH2:31][CH2:30][CH2:29]1)=[O:25])[CH2:2][CH2:3][CH3:4]. The yield is 0.480. (4) The reactants are [C:1]([C:3]1[C:11]2[C:10](=[O:12])[N:9]([CH2:13][O:14][CH2:15][CH2:16][Si:17]([CH3:20])([CH3:19])[CH3:18])[N:8]=[CH:7][C:6]=2[N:5]([CH2:21][O:22][CH2:23][CH2:24][Si:25]([CH3:28])([CH3:27])[CH3:26])[CH:4]=1)#[CH:2].C(O)C.[H][H]. The catalyst is [Pd].O1CCCC1. The product is [CH2:1]([C:3]1[C:11]2[C:10](=[O:12])[N:9]([CH2:13][O:14][CH2:15][CH2:16][Si:17]([CH3:18])([CH3:19])[CH3:20])[N:8]=[CH:7][C:6]=2[N:5]([CH2:21][O:22][CH2:23][CH2:24][Si:25]([CH3:27])([CH3:26])[CH3:28])[CH:4]=1)[CH3:2]. The yield is 0.930. (5) The yield is 0.360. The catalyst is O.O.[N+]([O-])([O-])=O.[Cu+2].O.O.O.O.[N+]([O-])([O-])=O.[Cu+2].[N+]([O-])([O-])=O.[N+]([O-])([O-])=O.[Cu-]=O.C1C(NC2N=C(N)N=C(Cl)N=2)=CC(NS(C2C=CC3C(=C4NC5[N-]C(=C6C=5C=C(S([O-])(=O)=O)C=C6)NC5NC(=C6C=5C=CC(S([O-])(=O)=O)=C6)NC5[N-]C(=C6C=5C=C(S([O-])(=O)=O)C=C6)NC=3N4)C=2)(=O)=O)=C(S([O-])(=O)=O)C=1.[Na+].[Na+].[Na+].[Na+].[Cu+2]. The product is [OH:13][C:2]1[C:3]([CH3:11])=[C:4]([CH:8]=[CH:9][CH:10]=1)[C:5]([OH:7])=[O:6]. The reactants are N[C:2]1[C:3]([CH3:11])=[C:4]([CH:8]=[CH:9][CH:10]=1)[C:5]([OH:7])=[O:6].S(=O)(=O)(O)[OH:13].N([O-])=O.[Na+].NC(N)=O.N([O-])=O. (6) The reactants are [O:1]1[C:5]2([CH2:10][CH2:9][C:8](=O)[CH2:7][CH2:6]2)[O:4][CH2:3][CH2:2]1.[C:12]1([C@@H:18]([NH2:20])[CH3:19])[CH:17]=[CH:16][CH:15]=[CH:14][CH:13]=1.C(O[BH-](OC(=O)C)OC(=O)C)(=O)C.[Na+]. The catalyst is ClC(Cl)C. The product is [C:12]1([C@@H:18]([NH:20][CH:8]2[CH2:9][CH2:10][C:5]3([O:4][CH2:3][CH2:2][O:1]3)[CH2:6][CH2:7]2)[CH3:19])[CH:17]=[CH:16][CH:15]=[CH:14][CH:13]=1. The yield is 0.670. (7) The reactants are [F:1][CH:2]([F:32])[N:3]1[N:19]=[CH:18][C:17]2[NH:16][C:15](=[O:20])[C@H:14]([CH3:21])[CH:13]([F:22])[CH2:12][CH2:11][C@H:10]([NH:23][C:24](=O)[O:25]C(C)(C)C)[C:9]3[CH:31]=[C:5]([CH:6]=[CH:7][CH:8]=3)[C:4]1=2.Cl.[Cl:34][C:35]1[CH:36]=[CH:37][C:38]([N:48]2[CH:52]=[C:51]([Cl:53])[N:50]=[N:49]2)=[C:39]([C:41]2[N:46]=[CH:45]N=C(O)[CH:42]=2)[CH:40]=1.CN(C(ON1N=NC2C=CC=NC1=2)=[N+](C)C)C.F[P-](F)(F)(F)(F)F.C1CCN2C(=NCCC2)CC1. The catalyst is C(#N)C.CN(C=O)C.CO. The product is [Cl:34][C:35]1[CH:36]=[CH:37][C:38]([N:48]2[CH:52]=[C:51]([Cl:53])[N:50]=[N:49]2)=[C:39]([C:41]2[N:46]=[CH:45][N:23]([C@@H:10]3[C:9]4[CH:31]=[C:5]([CH:6]=[CH:7][CH:8]=4)[C:4]4[N:3]([CH:2]([F:32])[F:1])[N:19]=[CH:18][C:17]=4[NH:16][C:15](=[O:20])[C@H:14]([CH3:21])[CH:13]([F:22])[CH2:12][CH2:11]3)[C:24](=[O:25])[CH:42]=2)[CH:40]=1. The yield is 0.333. (8) The reactants are Cl[C:2]1[N:7]=[CH:6][C:5]2[N:8]=[C:9]([C@H:17]([O:19][CH:20]3[CH2:25][CH2:24][CH2:23][CH2:22][O:21]3)[CH3:18])[N:10]([C@H:11]([CH3:16])[C:12]([F:15])([F:14])[F:13])[C:4]=2[CH:3]=1.[F:26][C@H:27]1[C@@H:32]([O:33][CH3:34])[CH2:31][CH2:30][N:29]([C:35]2[N:40]=[C:39]([NH2:41])[CH:38]=[CH:37][N:36]=2)[CH2:28]1.C1(P(C2CCCCC2)C2C=CC=CC=2C2C(C(C)C)=CC(C(C)C)=CC=2C(C)C)CCCCC1.C(=O)([O-])[O-].[Cs+].[Cs+]. The catalyst is C1C=CC(/C=C/C(/C=C/C2C=CC=CC=2)=O)=CC=1.C1C=CC(/C=C/C(/C=C/C2C=CC=CC=2)=O)=CC=1.C1C=CC(/C=C/C(/C=C/C2C=CC=CC=2)=O)=CC=1.[Pd].[Pd].O1CCOCC1. The product is [F:26][C@H:27]1[C@@H:32]([O:33][CH3:34])[CH2:31][CH2:30][N:29]([C:35]2[N:40]=[C:39]([NH:41][C:2]3[N:7]=[CH:6][C:5]4[N:8]=[C:9]([C@H:17]([O:19][CH:20]5[CH2:25][CH2:24][CH2:23][CH2:22][O:21]5)[CH3:18])[N:10]([C@H:11]([CH3:16])[C:12]([F:15])([F:14])[F:13])[C:4]=4[CH:3]=3)[CH:38]=[CH:37][N:36]=2)[CH2:28]1. The yield is 0.660. (9) The yield is 0.670. The catalyst is C(#N)C. The product is [Cl:8][C:4]1[N:3]=[C:2]([N:12]2[CH2:11][CH2:10][N:9]([C:15]([O:17][C:18]([CH3:21])([CH3:20])[CH3:19])=[O:16])[CH2:14][CH2:13]2)[CH:7]=[N:6][CH:5]=1. The reactants are Cl[C:2]1[CH:7]=[N:6][CH:5]=[C:4]([Cl:8])[N:3]=1.[N:9]1([C:15]([O:17][C:18]([CH3:21])([CH3:20])[CH3:19])=[O:16])[CH2:14][CH2:13][NH:12][CH2:11][CH2:10]1.